From a dataset of Catalyst prediction with 721,799 reactions and 888 catalyst types from USPTO. Predict which catalyst facilitates the given reaction. (1) Product: [C:16]([CH2:15][C:11]1[CH:12]=[C:13]([CH3:14])[C:8]([C:6]2[CH:5]=[CH:4][N+:3]([O-:27])=[C:2]([CH3:1])[CH:7]=2)=[N:9][CH:10]=1)([OH:18])=[O:17]. The catalyst class is: 98. Reactant: [CH3:1][C:2]1[CH:7]=[C:6]([C:8]2[C:13]([CH3:14])=[CH:12][C:11]([CH2:15][C:16]([OH:18])=[O:17])=[CH:10][N:9]=2)[CH:5]=[CH:4][N:3]=1.C1C=C(Cl)C=C(C(OO)=[O:27])C=1. (2) Reactant: [CH2:1]([N:8]1[CH2:22][CH:21]([CH3:23])[N:11]2[C:12](=[O:20])[C:13]3[CH:14]=[CH:15][CH:16]=[CH:17][C:18]=3[CH2:19][CH:10]2[CH2:9]1)C1C=CC=CC=1.[H][H]. Product: [CH3:1][N:8]1[CH2:22][C@@H:21]([CH3:23])[N:11]2[C:12](=[O:20])[C:13]3[CH:14]=[CH:15][CH:16]=[CH:17][C:18]=3[CH2:19][C@@H:10]2[CH2:9]1. The catalyst class is: 43. (3) Reactant: [Cl:1][C:2]1[CH:7]=[CH:6][C:5]([O:8][C:9](=[O:26])[N:10]([CH2:12][C@H:13]2[CH2:18][CH2:17][C@H:16]([CH2:19][O:20][CH2:21][CH2:22][CH2:23][CH2:24]Br)[CH2:15][CH2:14]2)[CH3:11])=[CH:4][CH:3]=1.[OH:27][CH2:28][CH2:29][NH:30][CH2:31][CH2:32][OH:33]. Product: [Cl:1][C:2]1[CH:7]=[CH:6][C:5]([O:8][C:9](=[O:26])[N:10]([CH2:12][C@H:13]2[CH2:18][CH2:17][C@H:16]([CH2:19][O:20][CH2:21][CH2:22][CH2:23][CH2:24][N:30]([CH2:31][CH2:32][OH:33])[CH2:29][CH2:28][OH:27])[CH2:15][CH2:14]2)[CH3:11])=[CH:4][CH:3]=1. The catalyst class is: 80. (4) Reactant: [CH2:1]([N:8]1[C:16]2[C:15](=[O:17])[NH:14][CH:13]=[N:12][C:11]=2[C:10]([C:18]#[N:19])=[CH:9]1)[C:2]1[CH:7]=[CH:6][CH:5]=[CH:4][CH:3]=1.[Cl:20]N1C(=O)CCC1=O.O. Product: [CH2:1]([N:8]1[C:16]2[C:15](=[O:17])[NH:14][CH:13]=[N:12][C:11]=2[C:10]([C:18]#[N:19])=[C:9]1[Cl:20])[C:2]1[CH:3]=[CH:4][CH:5]=[CH:6][CH:7]=1. The catalyst class is: 3. (5) Reactant: [N-:1]=[N+:2]=[N-:3].[Na+].[Cl-].C([N+]1C=CC=CC=1)CCCCCCCCCCC.[C:24]([O:28][C:29]([NH:31][C@@H:32]1[CH2:37][C@@H:36]([C:38]([N:40]([CH3:42])[CH3:41])=[O:39])[CH2:35][CH2:34][C@H:33]1CS([O-])(=O)=O)=[O:30])([CH3:27])([CH3:26])[CH3:25].O. Product: [C:24]([O:28][C:29](=[O:30])[NH:31][C@@H:32]1[CH2:37][C@@H:36]([C:38]([N:40]([CH3:41])[CH3:42])=[O:39])[CH2:35][CH2:34][C@H:33]1[N:1]=[N+:2]=[N-:3])([CH3:27])([CH3:26])[CH3:25]. The catalyst class is: 675. (6) The catalyst class is: 45. Reactant: [C:1]([O:5][C:6](=[O:29])[NH:7][C:8]1[CH:13]=[CH:12][C:11]([C:14]2[CH:19]=[CH:18][C:17]([C:20]3[CH:25]=[CH:24][CH:23]=[CH:22][CH:21]=3)=[CH:16][CH:15]=2)=[CH:10][C:9]=1[N+:26]([O-])=O)([CH3:4])([CH3:3])[CH3:2]. Product: [C:1]([O:5][C:6](=[O:29])[NH:7][C:8]1[CH:13]=[CH:12][C:11]([C:14]2[CH:19]=[CH:18][C:17]([C:20]3[CH:21]=[CH:22][CH:23]=[CH:24][CH:25]=3)=[CH:16][CH:15]=2)=[CH:10][C:9]=1[NH2:26])([CH3:4])([CH3:2])[CH3:3]. (7) Reactant: [CH3:1][S:2]([C:5]1[CH:6]=[C:7]([C:11]2[S:15][C:14]([C:16]3[N:20]([C:21]4[CH:22]=[C:23]([CH:25]=[CH:26][CH:27]=4)[NH2:24])[N:19]=[C:18]([C:28]([F:31])([F:30])[F:29])[CH:17]=3)=[CH:13][CH:12]=2)[CH:8]=[CH:9][CH:10]=1)(=[O:4])=[O:3].C[Si]([N:36]=[C:37]=[O:38])(C)C.C(N(CC)CC)C.[F-].C([N+](CCCC)(CCCC)CCCC)CCC. Product: [CH3:1][S:2]([C:5]1[CH:6]=[C:7]([C:11]2[S:15][C:14]([C:16]3[N:20]([C:21]4[CH:22]=[C:23]([NH:24][C:37]([NH2:36])=[O:38])[CH:25]=[CH:26][CH:27]=4)[N:19]=[C:18]([C:28]([F:31])([F:29])[F:30])[CH:17]=3)=[CH:13][CH:12]=2)[CH:8]=[CH:9][CH:10]=1)(=[O:4])=[O:3]. The catalyst class is: 168. (8) Reactant: [OH:1][CH2:2][CH:3]1[CH2:8][CH2:7][CH2:6][N:5]([C:9]([O:11][CH2:12][C:13]2[CH:18]=[CH:17][CH:16]=[CH:15][CH:14]=2)=[O:10])[CH2:4]1.CC(OI1(O[C:38](C)=[O:39])(OC(C)=O)OC(=O)C2C1=CC=CC=2)=O.C(=O)([O-])O.[Na+].S([O-])([O-])(=O)=S.[Na+].[Na+].P([O-])(O)(O)=O.[Na+].CC(=CC)C.Cl([O-])=O.[Na+].Cl.[CH3:69][NH:70]OC.F[P-](F)(F)(F)(F)F.N1(OC(N(C)C)=[N+](C)C)C2N=CC=CC=2N=N1.C(N(CC)CC)C. Product: [CH3:38][O:39][N:70]([CH3:69])[C:2]([CH:3]1[CH2:8][CH2:7][CH2:6][N:5]([C:9]([O:11][CH2:12][C:13]2[CH:14]=[CH:15][CH:16]=[CH:17][CH:18]=2)=[O:10])[CH2:4]1)=[O:1]. The catalyst class is: 46. (9) Reactant: C(N(CC)C(C)C)(C)C.[CH2:10]([C:12]([C:30]1[CH:35]=[CH:34][C:33]([OH:36])=[C:32]([CH3:37])[CH:31]=1)([C:15]1[CH:20]=[CH:19][C:18]([C:21]#[C:22][C:23]([CH2:27][CH3:28])([OH:26])[CH2:24][CH3:25])=[C:17]([CH3:29])[CH:16]=1)[CH2:13][CH3:14])[CH3:11].C1C=CC(N([S:45]([C:48]([F:51])([F:50])[F:49])(=[O:47])=[O:46])[S:45]([C:48]([F:51])([F:50])[F:49])(=[O:47])=[O:46])=CC=1.C[Si]([N-][Si](C)(C)C)(C)C.[Na+].[Cl-].[NH4+]. Product: [CH2:10]([C:12]([C:30]1[CH:35]=[CH:34][C:33]([O:36][S:45]([C:48]([F:51])([F:50])[F:49])(=[O:47])=[O:46])=[C:32]([CH3:37])[CH:31]=1)([C:15]1[CH:20]=[CH:19][C:18]([C:21]#[C:22][C:23]([CH2:24][CH3:25])([OH:26])[CH2:27][CH3:28])=[C:17]([CH3:29])[CH:16]=1)[CH2:13][CH3:14])[CH3:11]. The catalyst class is: 4. (10) Reactant: [OH:1][C:2]1[CH:7]=[CH:6][CH:5]=[CH:4][C:3]=1[C:8]1[NH:9][C:10]([CH3:18])=[C:11]2[C:16]=1[CH2:15][CH2:14][CH2:13][C:12]2=[O:17].[O:19]1[CH2:23][CH2:22][CH:21]([CH2:24]O)[CH2:20]1.C1(P(C2C=CC=CC=2)C2C=CC=CC=2)C=CC=CC=1.N(C(OC(C)C)=O)=NC(OC(C)C)=O. Product: [CH3:18][C:10]1[NH:9][C:8]([C:3]2[CH:4]=[CH:5][CH:6]=[CH:7][C:2]=2[O:1][CH2:24][CH:21]2[CH2:22][CH2:23][O:19][CH2:20]2)=[C:16]2[C:11]=1[C:12](=[O:17])[CH2:13][CH2:14][CH2:15]2. The catalyst class is: 7.